This data is from Retrosynthesis with 50K atom-mapped reactions and 10 reaction types from USPTO. The task is: Predict the reactants needed to synthesize the given product. (1) Given the product Cc1c(C)n2nnnc2c2nc(CCl)n(CCCCN)c12, predict the reactants needed to synthesize it. The reactants are: Cc1c(C)n2nnnc2c2nc(CCl)n(CCCCNC(=O)OC(C)(C)C)c12. (2) Given the product CCN(CC)CCCNC(=O)N1CCC(Oc2cccc(Cl)c2)C1, predict the reactants needed to synthesize it. The reactants are: CCN(CC)CCCN.O=C(Cl)N1CCC(Oc2cccc(Cl)c2)C1. (3) Given the product Cc1oc(-c2ccc(Cl)cc2)cc1CO, predict the reactants needed to synthesize it. The reactants are: Cc1oc(-c2ccc(Cl)cc2)cc1C(=O)O. (4) Given the product CC(C)(C)OC(=O)N1CCc2cccc3c2[C@@H](C1)CN3C1CC1, predict the reactants needed to synthesize it. The reactants are: CC(C)(C)OC(=O)N1CCc2cccc3c2[C@H](CN3)C1.OB(O)C1CC1.